This data is from Forward reaction prediction with 1.9M reactions from USPTO patents (1976-2016). The task is: Predict the product of the given reaction. (1) Given the reactants [Br:1][C:2]1[N:6]2[CH:7]=[CH:8][N:9]=[C:10](Cl)[C:5]2=[C:4]([C:12]2[CH:17]=[CH:16][C:15]([O:18][C:19]3[CH:24]=[CH:23][CH:22]=[CH:21][CH:20]=3)=[CH:14][CH:13]=2)[N:3]=1.[NH3:25].CC(O)C, predict the reaction product. The product is: [Br:1][C:2]1[N:6]2[CH:7]=[CH:8][N:9]=[C:10]([NH2:25])[C:5]2=[C:4]([C:12]2[CH:17]=[CH:16][C:15]([O:18][C:19]3[CH:24]=[CH:23][CH:22]=[CH:21][CH:20]=3)=[CH:14][CH:13]=2)[N:3]=1. (2) Given the reactants [NH2:1][C:2]1[C:7]([C:8]([C:10]2[CH:15]=[CH:14][CH:13]=[CH:12][C:11]=2[O:16][CH3:17])=[O:9])=[CH:6][N:5]=[C:4](S(CC)(=O)=O)[N:3]=1.[NH2:23][CH:24]1[CH2:29][CH2:28][N:27]([C:30]([O:32][CH2:33][CH3:34])=[O:31])[CH2:26][CH2:25]1, predict the reaction product. The product is: [CH2:33]([O:32][C:30]([N:27]1[CH2:26][CH2:25][CH:24]([NH:23][C:4]2[N:3]=[C:2]([NH2:1])[C:7]([C:8](=[O:9])[C:10]3[CH:15]=[CH:14][CH:13]=[CH:12][C:11]=3[O:16][CH3:17])=[CH:6][N:5]=2)[CH2:29][CH2:28]1)=[O:31])[CH3:34]. (3) Given the reactants [N:1]1[CH:6]=[CH:5][CH:4]=[CH:3][C:2]=1[CH3:7].C([Li])CCC.CCCCCC.[CH3:19][C:20](=[C:22]1[C:30]2[C:25](=[CH:26][CH:27]=[CH:28][CH:29]=2)[CH:24]=[CH:23]1)[CH3:21].Cl, predict the reaction product. The product is: [CH:22]1([C:20]([CH3:21])([CH3:19])[CH2:7][C:2]2[CH:3]=[CH:4][CH:5]=[CH:6][N:1]=2)[C:30]2[C:25](=[CH:26][CH:27]=[CH:28][CH:29]=2)[CH:24]=[CH:23]1.